From a dataset of Forward reaction prediction with 1.9M reactions from USPTO patents (1976-2016). Predict the product of the given reaction. Given the reactants C([C:3]1[N:8]=[C:7]2[C:9]([C:19](=[O:28])[NH:20][C@H:21]3[CH2:26][CH2:25][CH2:24][CH2:23][C@@H:22]3[OH:27])=[CH:10][N:11]([C:12](OC(C)(C)C)=O)[C:6]2=[CH:5][CH:4]=1)#N.[OH-].[K+].[I-].[K+].BrC[C:35]1[CH:40]=[CH:39][C:38]([N:41]2[CH:45]=[CH:44][CH:43]=[N:42]2)=[CH:37][CH:36]=1, predict the reaction product. The product is: [N:41]1([C:38]2[CH:37]=[CH:36][C:35]([CH2:12][N:11]3[C:6]4[C:7](=[N:8][CH:3]=[CH:4][CH:5]=4)[C:9]([C:19]([NH:20][C@H:21]4[CH2:26][CH2:25][CH2:24][CH2:23][C@@H:22]4[OH:27])=[O:28])=[CH:10]3)=[CH:40][CH:39]=2)[CH:45]=[CH:44][CH:43]=[N:42]1.